Predict which catalyst facilitates the given reaction. From a dataset of Catalyst prediction with 721,799 reactions and 888 catalyst types from USPTO. (1) Reactant: C([N:8]1[CH2:17][CH2:16][C:15]2[N:14]=[C:13]([O:18][CH:19]3[CH2:24][CH2:23][N:22]([CH:25]([CH3:27])[CH3:26])[CH2:21][CH2:20]3)[CH:12]=[CH:11][C:10]=2[CH2:9]1)C1C=CC=CC=1.Cl.[H][H]. Product: [CH:25]([N:22]1[CH2:23][CH2:24][CH:19]([O:18][C:13]2[CH:12]=[CH:11][C:10]3[CH2:9][NH:8][CH2:17][CH2:16][C:15]=3[N:14]=2)[CH2:20][CH2:21]1)([CH3:27])[CH3:26]. The catalyst class is: 421. (2) Reactant: [F:1][C:2]([F:20])([F:19])[C:3]1[CH:4]=[C:5]([C:9]2[CH:17]=[CH:16][CH:15]=[C:14]3[C:10]=2[CH2:11][C:12](=[O:18])[NH:13]3)[CH:6]=[CH:7][CH:8]=1.[N:21]1([CH2:26][CH2:27][NH:28][C:29]([C:31]2[CH:35]=[C:34]([CH3:36])[NH:33][C:32]=2[CH:37]=O)=[O:30])[CH:25]=[CH:24][N:23]=[N:22]1. Product: [N:21]1([CH2:26][CH2:27][NH:28][C:29]([C:31]2[CH:35]=[C:34]([CH3:36])[NH:33][C:32]=2[CH:37]=[C:11]2[C:10]3[C:14](=[CH:15][CH:16]=[CH:17][C:9]=3[C:5]3[CH:6]=[CH:7][CH:8]=[C:3]([C:2]([F:1])([F:19])[F:20])[CH:4]=3)[NH:13][C:12]2=[O:18])=[O:30])[CH:25]=[CH:24][N:23]=[N:22]1. The catalyst class is: 360. (3) Reactant: C([O:5][C:6](=[O:20])[C:7]([O:10][C:11]1[CH:16]=[CH:15][C:14]([CH:17]=[O:18])=[CH:13][C:12]=1[CH3:19])([CH3:9])[CH3:8])(C)(C)C.FC(F)(F)C(O)=O. Product: [CH:17]([C:14]1[CH:15]=[CH:16][C:11]([O:10][C:7]([CH3:8])([CH3:9])[C:6]([OH:20])=[O:5])=[C:12]([CH3:19])[CH:13]=1)=[O:18]. The catalyst class is: 4.